From a dataset of Catalyst prediction with 721,799 reactions and 888 catalyst types from USPTO. Predict which catalyst facilitates the given reaction. (1) Reactant: [OH:1][C:2]1[CH:9]=[C:8]([CH3:10])[CH:7]=[CH:6][C:3]=1[CH:4]=[O:5].C(=O)([O-])[O-].[K+].[K+].[CH3:17][O:18][CH2:19][CH2:20][CH2:21][O:22][S:23]([C:26]1[CH:31]=[CH:30][C:29]([CH3:32])=[CH:28][CH:27]=1)(=[O:25])=[O:24]. Product: [CH3:17][O:18][CH2:19][CH2:20][CH2:21][O:1][C:2]1[CH:9]=[C:8]([CH3:10])[CH:7]=[CH:6][C:3]=1[CH:4]=[O:5].[S:23]([C:26]1[CH:31]=[CH:30][C:29]([CH3:32])=[CH:28][CH:27]=1)([O-:25])(=[O:24])=[O:22]. The catalyst class is: 3. (2) Reactant: [CH3:1][N:2]([CH3:20])[C:3](=[O:19])[CH2:4][N:5]1[C:13]2[C:8](=[CH:9][C:10]([O:17][CH3:18])=[C:11]([N+:14]([O-])=O)[CH:12]=2)[CH2:7][CH2:6]1. Product: [NH2:14][C:11]1[CH:12]=[C:13]2[C:8]([CH2:7][CH2:6][N:5]2[CH2:4][C:3]([N:2]([CH3:1])[CH3:20])=[O:19])=[CH:9][C:10]=1[O:17][CH3:18]. The catalyst class is: 696. (3) Reactant: [OH:1][C:2]1[CH:3]=[C:4]([CH:8]=[CH:9][CH:10]=1)[C:5]([OH:7])=[O:6]. Product: [C:4]([O:6][C:5](=[O:7])[C:4]1[CH:8]=[CH:9][CH:10]=[C:2]([OH:1])[CH:3]=1)([CH3:8])([CH3:5])[CH3:3]. The catalyst class is: 48. (4) Reactant: [OH:1][CH:2]1[CH:7]([C:8]2[CH:13]=[CH:12][C:11]([OH:14])=[CH:10][CH:9]=2)[CH2:6][CH2:5][N:4]([C:15]([O:17][C:18]([CH3:21])(C)C)=[O:16])[CH2:3]1.CO.Cl. Product: [OH:1][CH:2]1[CH:7]([C:8]2[CH:9]=[CH:10][C:11]([OH:14])=[CH:12][CH:13]=2)[CH2:6][CH2:5][N:4]([C:15]([O:17][CH2:18][C:21]2[CH:3]=[CH:2][CH:7]=[CH:6][CH:5]=2)=[O:16])[CH2:3]1. The catalyst class is: 22. (5) Reactant: [I:1][C:2]1[CH:7]=[CH:6][C:5]([CH2:8][C:9](Cl)=[O:10])=[CH:4][CH:3]=1.C(#N)C.C[Si]([CH:19]=[N+:20]=[N-:21])(C)C.C(OCC)C. Product: [N+:20](=[CH:19][C:9](=[O:10])[CH2:8][C:5]1[CH:6]=[CH:7][C:2]([I:1])=[CH:3][CH:4]=1)=[N-:21]. The catalyst class is: 1. (6) Reactant: [O:1]1[CH2:6][CH2:5][CH:4]([O:7][C:8](=[O:19])[C:9]2[CH:14]=[CH:13][C:12]([N+:15]([O-])=O)=[CH:11][C:10]=2[OH:18])[CH2:3][CH2:2]1.[H][H]. Product: [O:1]1[CH2:6][CH2:5][CH:4]([O:7][C:8](=[O:19])[C:9]2[CH:14]=[CH:13][C:12]([NH2:15])=[CH:11][C:10]=2[OH:18])[CH2:3][CH2:2]1. The catalyst class is: 29.